Dataset: Reaction yield outcomes from USPTO patents with 853,638 reactions. Task: Predict the reaction yield, written as a fraction of the theoretical maximum amount of product (1.0 means a 100% yield; for example, 0.34 means a 34% yield). The product is [C:8]([C:11]1[CH:12]=[CH:13][C:14]([S:17]([NH:1][C:2]2[CH:6]=[C:5]([CH3:7])[O:4][N:3]=2)(=[O:19])=[O:18])=[CH:15][CH:16]=1)(=[O:10])[CH3:9]. The reactants are [NH2:1][C:2]1[CH:6]=[C:5]([CH3:7])[O:4][N:3]=1.[C:8]([C:11]1[CH:16]=[CH:15][C:14]([S:17](Cl)(=[O:19])=[O:18])=[CH:13][CH:12]=1)(=[O:10])[CH3:9]. The yield is 0.800. The catalyst is N1C=CC=CC=1.O.